Predict the reaction yield, written as a fraction of the theoretical maximum amount of product (1.0 means a 100% yield; for example, 0.34 means a 34% yield). From a dataset of Reaction yield outcomes from USPTO patents with 853,638 reactions. (1) The product is [Br:12][C:4]1[CH:5]=[C:6]([N+:8]([O-:10])=[O:9])[CH:7]=[C:2]([F:1])[C:3]=1[NH2:11]. The reactants are [F:1][C:2]1[CH:7]=[C:6]([N+:8]([O-:10])=[O:9])[CH:5]=[CH:4][C:3]=1[NH2:11].[Br:12]Br.C([O-])(O)=O.[Na+]. The yield is 0.970. The catalyst is CC(O)=O. (2) The reactants are Br[C:2]1[N:6]([S:7]([C:10]2[CH:15]=[CH:14][CH:13]=[CH:12][C:11]=2[C:16]#[N:17])(=[O:9])=[O:8])[CH:5]=[C:4]([CH2:18][N:19]([CH3:27])[C:20](=[O:26])[O:21][C:22]([CH3:25])([CH3:24])[CH3:23])[CH:3]=1.[N:28]1[CH:33]=[CH:32][CH:31]=[C:30](B(O)O)[CH:29]=1.C(=O)([O-])[O-].[Na+].[Na+]. The catalyst is C1C=CC([P]([Pd]([P](C2C=CC=CC=2)(C2C=CC=CC=2)C2C=CC=CC=2)([P](C2C=CC=CC=2)(C2C=CC=CC=2)C2C=CC=CC=2)[P](C2C=CC=CC=2)(C2C=CC=CC=2)C2C=CC=CC=2)(C2C=CC=CC=2)C2C=CC=CC=2)=CC=1. The product is [C:16]([C:11]1[CH:12]=[CH:13][CH:14]=[CH:15][C:10]=1[S:7]([N:6]1[C:2]([C:30]2[CH:29]=[N:28][CH:33]=[CH:32][CH:31]=2)=[CH:3][C:4]([CH2:18][N:19]([CH3:27])[C:20](=[O:26])[O:21][C:22]([CH3:25])([CH3:24])[CH3:23])=[CH:5]1)(=[O:9])=[O:8])#[N:17]. The yield is 0.630.